Dataset: Reaction yield outcomes from USPTO patents with 853,638 reactions. Task: Predict the reaction yield, written as a fraction of the theoretical maximum amount of product (1.0 means a 100% yield; for example, 0.34 means a 34% yield). (1) The reactants are [CH3:1][C:2]1[CH:7]=[C:6]([N+:8]([O-])=O)[CH:5]=[CH:4][C:3]=1[NH:11][C:12](=[O:19])[C:13]1[CH:18]=[CH:17][CH:16]=[CH:15][CH:14]=1.O.O.[Sn](Cl)Cl.C([O-])(O)=O.[Na+]. The catalyst is C(OCC)(=O)C. The product is [NH2:8][C:6]1[CH:5]=[CH:4][C:3]([NH:11][C:12](=[O:19])[C:13]2[CH:18]=[CH:17][CH:16]=[CH:15][CH:14]=2)=[C:2]([CH3:1])[CH:7]=1. The yield is 0.970. (2) The reactants are [NH2:1][C:2]1[NH:3][CH:4]=[CH:5][N:6]=1.C(N(CC)CC)C.Cl[C:15](OC1C=CC=CC=1)=[O:16].[NH2:24][C:25]1[CH:48]=[CH:47][C:28]([O:29][C:30]2[C:39]3[C:34](=[CH:35][C:36]([O:42][CH2:43][CH2:44][O:45][CH3:46])=[C:37]([C:40]#[N:41])[CH:38]=3)[N:33]=[CH:32][CH:31]=2)=[CH:27][CH:26]=1. The catalyst is CN(C)C=O.O.C(OCC)(=O)C. The product is [C:40]([C:37]1[CH:38]=[C:39]2[C:34](=[CH:35][C:36]=1[O:42][CH2:43][CH2:44][O:45][CH3:46])[N:33]=[CH:32][CH:31]=[C:30]2[O:29][C:28]1[CH:27]=[CH:26][C:25]([NH:24][C:15]([NH:1][C:2]2[NH:3][CH:4]=[CH:5][N:6]=2)=[O:16])=[CH:48][CH:47]=1)#[N:41]. The yield is 0.0898. (3) The reactants are [Cl-].O[NH3+:3].[C:4](=[O:7])([O-])[OH:5].[Na+].CS(C)=O.[O:13]=[C:14]1[C:19]([CH2:20][C:21]2[CH:26]=[CH:25][C:24]([C:27]3[C:28]([C:33]#[N:34])=[CH:29][CH:30]=[CH:31][CH:32]=3)=[CH:23][CH:22]=2)=[C:18]([CH2:35][CH2:36][CH3:37])[N:17]2[N:38]=[CH:39][N:40]=[C:16]2[N:15]1[C:41]1[CH:45]=[CH:44][S:43][CH:42]=1. The catalyst is C(OCC)(=O)C. The product is [O:7]=[C:4]1[O:5][N:3]=[C:33]([C:28]2[CH:29]=[CH:30][CH:31]=[CH:32][C:27]=2[C:24]2[CH:25]=[CH:26][C:21]([CH2:20][C:19]3[C:14](=[O:13])[N:15]([C:41]4[CH:45]=[CH:44][S:43][CH:42]=4)[C:16]4[N:17]([N:38]=[CH:39][N:40]=4)[C:18]=3[CH2:35][CH2:36][CH3:37])=[CH:22][CH:23]=2)[NH:34]1. The yield is 0.330.